Task: Predict the reaction yield, written as a fraction of the theoretical maximum amount of product (1.0 means a 100% yield; for example, 0.34 means a 34% yield).. Dataset: Reaction yield outcomes from USPTO patents with 853,638 reactions (1) The reactants are [Br:1][C:2]1[N:3]=[C:4]([CH:26]([NH:38][C:39]2[CH:40]=[C:41]3[C:46](=[CH:47][CH:48]=2)[C:45]([N:49]([C:57]([O:59][C:60]([CH3:63])([CH3:62])[CH3:61])=[O:58])[C:50]([O:52][C:53]([CH3:56])([CH3:55])[CH3:54])=[O:51])=[N:44][CH:43]=[CH:42]3)[C:27]2[CH:32]=[C:31]([CH2:33][CH3:34])[CH:30]=[C:29](OC)[C:28]=2[F:37])[N:5]([C:7]([C:20]2[CH:25]=[CH:24][CH:23]=[CH:22][CH:21]=2)([C:14]2[CH:19]=[CH:18][CH:17]=[CH:16][CH:15]=2)[C:8]2[CH:13]=[CH:12][CH:11]=[CH:10][CH:9]=2)[CH:6]=1.BrC1N=C(C(C2C=C(CC)C=C([Cl:99])C=2F)O)N(C(C2C=CC=CC=2)(C2C=CC=CC=2)C2C=CC=CC=2)C=1.BrC1N=C(C(Cl)C2C=C(CC)C=C(OC)C=2F)N(C(C2C=CC=CC=2)(C2C=CC=CC=2)C2C=CC=CC=2)C=1.NC1C=C2C(=CC=1)C(N(C(OC(C)(C)C)=O)C(OC(C)(C)C)=O)=NC=C2. No catalyst specified. The product is [Br:1][C:2]1[N:3]=[C:4]([CH:26]([NH:38][C:39]2[CH:40]=[C:41]3[C:46](=[CH:47][CH:48]=2)[C:45]([N:49]([C:57]([O:59][C:60]([CH3:63])([CH3:62])[CH3:61])=[O:58])[C:50]([O:52][C:53]([CH3:56])([CH3:55])[CH3:54])=[O:51])=[N:44][CH:43]=[CH:42]3)[C:27]2[CH:32]=[C:31]([CH2:33][CH3:34])[CH:30]=[C:29]([Cl:99])[C:28]=2[F:37])[N:5]([C:7]([C:20]2[CH:25]=[CH:24][CH:23]=[CH:22][CH:21]=2)([C:14]2[CH:19]=[CH:18][CH:17]=[CH:16][CH:15]=2)[C:8]2[CH:13]=[CH:12][CH:11]=[CH:10][CH:9]=2)[CH:6]=1. The yield is 0.500. (2) The reactants are [H-].[Na+].[OH:3][C:4]1[C:13]2[C:8](=[CH:9][CH:10]=[CH:11][CH:12]=2)[C:7]([CH:14]=[O:15])=[CH:6][CH:5]=1.Br[CH2:17][C:18]1[CH:23]=[CH:22][C:21]([F:24])=[CH:20][CH:19]=1.Cl. The catalyst is CN(C)C=O. The product is [F:24][C:21]1[CH:22]=[CH:23][C:18]([CH2:17][O:3][C:4]2[C:13]3[C:8](=[CH:9][CH:10]=[CH:11][CH:12]=3)[C:7]([CH:14]=[O:15])=[CH:6][CH:5]=2)=[CH:19][CH:20]=1. The yield is 0.900. (3) No catalyst specified. The reactants are [C:1]1([C:21]2[CH:26]=[CH:25][CH:24]=[CH:23][CH:22]=2)[CH:6]=[CH:5][C:4]([C:7]([N:9]2[CH2:13][C:12](=[N:14][O:15][CH3:16])[CH2:11][C@H:10]2[C:17](=[N:19][OH:20])[NH2:18])=[O:8])=[CH:3][CH:2]=1.[O:27]=[C:28]1[NH:33][C:32](=[O:34])[CH2:31][N:30]([CH2:35][C:36](O)=O)[CH2:29]1. The yield is 0.550. The product is [C:1]1([C:21]2[CH:26]=[CH:25][CH:24]=[CH:23][CH:22]=2)[CH:2]=[CH:3][C:4]([C:7]([N:9]2[CH2:13][C:12](=[N:14][O:15][CH3:16])[CH2:11][C@H:10]2[C:17]2[N:18]=[C:36]([CH2:35][N:30]3[CH2:29][C:28](=[O:27])[NH:33][C:32](=[O:34])[CH2:31]3)[O:20][N:19]=2)=[O:8])=[CH:5][CH:6]=1. (4) The reactants are [F:1][C:2]1[C:3]([OH:10])=[C:4]([CH:7]=[CH:8][CH:9]=1)[CH:5]=[O:6].CC#N.C([O-])(=O)C.[NH4+].C1C(=O)N([Br:26])C(=O)C1. No catalyst specified. The product is [Br:26][C:8]1[CH:9]=[C:2]([F:1])[C:3]([OH:10])=[C:4]([CH:7]=1)[CH:5]=[O:6]. The yield is 0.980. (5) The reactants are [C:1]1([CH3:14])[CH:6]=[CH:5][C:4]([CH:7]2[CH2:12][CH2:11][CH2:10][CH2:9][C:8]2=[O:13])=[CH:3][CH:2]=1.[C:15]1([CH:21]2[C:25]3([CH2:30][CH2:29][NH:28][CH2:27][CH2:26]3)[C:24](=[O:31])[NH:23][CH2:22]2)[CH:20]=[CH:19][CH:18]=[CH:17][CH:16]=1.[OH-].[Na+]. The catalyst is C1COCC1.CC(C)[O-].[Ti+4].CC(C)[O-].CC(C)[O-].CC(C)[O-]. The product is [NH4+:23].[OH-:13].[C:15]1([CH:21]2[C:25]3([CH2:26][CH2:27][N:28]([C@@H:8]4[CH2:9][CH2:10][CH2:11][CH2:12][C@@H:7]4[C:4]4[CH:5]=[CH:6][C:1]([CH3:14])=[CH:2][CH:3]=4)[CH2:29][CH2:30]3)[C:24](=[O:31])[NH:23][CH2:22]2)[CH:16]=[CH:17][CH:18]=[CH:19][CH:20]=1. The yield is 0.250. (6) The reactants are [Cl:1][C:2]1[CH:7]=[C:6](I)[C:5]([C:9]([F:12])([F:11])[F:10])=[CH:4][N:3]=1.[NH2:13][CH2:14][C:15]1[C:16]([N:21]([CH3:26])[S:22]([CH3:25])(=[O:24])=[O:23])=[N:17][CH:18]=[CH:19][CH:20]=1.CC1(C)C2C(=C(P(C3C=CC=CC=3)C3C=CC=CC=3)C=CC=2)OC2C(P(C3C=CC=CC=3)C3C=CC=CC=3)=CC=CC1=2.[C:69](=[O:72])([O-])[O-:70].[Cs+].[Cs+]. The catalyst is O1CCOCC1.C1C=CC(/C=C/C(/C=C/C2C=CC=CC=2)=O)=CC=1.C1C=CC(/C=C/C(/C=C/C2C=CC=CC=2)=O)=CC=1.C1C=CC(/C=C/C(/C=C/C2C=CC=CC=2)=O)=CC=1.[Pd].[Pd]. The product is [C:69]([OH:70])([C:9]([F:12])([F:11])[F:10])=[O:72].[Cl:1][C:2]1[CH:7]=[C:6]([NH:13][CH2:14][C:15]2[C:16]([N:21]([CH3:26])[S:22]([CH3:25])(=[O:24])=[O:23])=[N:17][CH:18]=[CH:19][CH:20]=2)[C:5]([C:9]([F:12])([F:11])[F:10])=[CH:4][N:3]=1. The yield is 0.00100. (7) The reactants are [CH2:1]([O:8][C@H:9]1[C@H:16]([O:17][CH2:18][C:19]2[CH:24]=[CH:23][CH:22]=[CH:21][CH:20]=2)[C@@H:15]([CH2:25][O:26][Si:27]([C:40]([CH3:43])([CH3:42])[CH3:41])([C:34]2[CH:39]=[CH:38][CH:37]=[CH:36][CH:35]=2)[C:28]2[CH:33]=[CH:32][CH:31]=[CH:30][CH:29]=2)[O:14][C@@H:11]([O:12][CH3:13])[C@@H:10]1[O:44]CC1C=CC(Cl)=CC=1)[C:2]1[CH:7]=[CH:6][CH:5]=[CH:4][CH:3]=1.CNC1C=CC=CC=1.CC([O-])(C)C.[Na+].Cl[Sn](Cl)(Cl)Cl. The catalyst is CC([O-])=O.CC([O-])=O.[Pd+2]. The product is [CH2:1]([O:8][C@H:9]1[C@H:16]([O:17][CH2:18][C:19]2[CH:24]=[CH:23][CH:22]=[CH:21][CH:20]=2)[C@@H:15]([CH2:25][O:26][Si:27]([C:40]([CH3:42])([CH3:41])[CH3:43])([C:28]2[CH:33]=[CH:32][CH:31]=[CH:30][CH:29]=2)[C:34]2[CH:35]=[CH:36][CH:37]=[CH:38][CH:39]=2)[O:14][C@@H:11]([O:12][CH3:13])[C@@H:10]1[OH:44])[C:2]1[CH:7]=[CH:6][CH:5]=[CH:4][CH:3]=1. The yield is 0.810. (8) The reactants are C(O[C:4](=[O:12])[C:5]1[CH:10]=[CH:9][CH:8]=[CH:7][C:6]=1[NH2:11])C.[C:13]([C:15]1[CH:20]=[CH:19][N:18]=[CH:17][CH:16]=1)#[N:14].Cl. The catalyst is O1CCOCC1. The product is [N:18]1[CH:19]=[CH:20][C:15]([C:13]2[NH:14][C:4](=[O:12])[C:5]3[C:6](=[CH:7][CH:8]=[CH:9][CH:10]=3)[N:11]=2)=[CH:16][CH:17]=1. The yield is 0.500.